Dataset: Peptide-MHC class II binding affinity with 134,281 pairs from IEDB. Task: Regression. Given a peptide amino acid sequence and an MHC pseudo amino acid sequence, predict their binding affinity value. This is MHC class II binding data. (1) The peptide sequence is GCNRLKRMAVSGDDC. The MHC is HLA-DQA10501-DQB10303 with pseudo-sequence HLA-DQA10501-DQB10303. The binding affinity (normalized) is 0.293. (2) The peptide sequence is VADAYITLVTLPKSS. The MHC is HLA-DQA10102-DQB10502 with pseudo-sequence HLA-DQA10102-DQB10502. The binding affinity (normalized) is 0.172.